From a dataset of Full USPTO retrosynthesis dataset with 1.9M reactions from patents (1976-2016). Predict the reactants needed to synthesize the given product. (1) Given the product [CH2:19]([NH:1][C:2]1[CH:7]=[CH:6][C:5]([S:8][C:9]2[CH:10]=[CH:11][C:12]([OH:15])=[CH:13][CH:14]=2)=[C:4]([N+:16]([O-:18])=[O:17])[CH:3]=1)[C:20]1[CH:25]=[CH:24][CH:23]=[CH:22][CH:21]=1, predict the reactants needed to synthesize it. The reactants are: [NH2:1][C:2]1[CH:7]=[CH:6][C:5]([S:8][C:9]2[CH:14]=[CH:13][C:12]([OH:15])=[CH:11][CH:10]=2)=[C:4]([N+:16]([O-:18])=[O:17])[CH:3]=1.[CH:19](=O)[C:20]1[CH:25]=[CH:24][CH:23]=[CH:22][CH:21]=1.C([BH3-])#N.[Na+].C(O)(=O)C. (2) Given the product [CH2:1]([O:3][C:4](=[O:14])[CH2:5][CH:16]1[C:24]2[C:19](=[CH:20][CH:21]=[C:22]([S:25]([CH3:28])(=[O:26])=[O:27])[CH:23]=2)[C:18](=[O:29])[N:17]1[CH2:30][C:31]([F:32])([F:34])[F:33])[CH3:2], predict the reactants needed to synthesize it. The reactants are: [CH2:1]([O:3][C:4](=[O:14])[CH2:5]P(OCC)(OCC)=O)[CH3:2].O[CH:16]1[C:24]2[C:19](=[CH:20][CH:21]=[C:22]([S:25]([CH3:28])(=[O:27])=[O:26])[CH:23]=2)[C:18](=[O:29])[N:17]1[CH2:30][C:31]([F:34])([F:33])[F:32].COCCOC.